Dataset: Full USPTO retrosynthesis dataset with 1.9M reactions from patents (1976-2016). Task: Predict the reactants needed to synthesize the given product. (1) Given the product [CH:18]1[C:17]2[CH:16]=[C:15]([C:8]3[CH:9]=[C:10]([OH:14])[CH:11]=[C:12]([OH:13])[CH:7]=3)[O:23][C:22]=2[CH:21]=[C:20]([OH:24])[CH:19]=1, predict the reactants needed to synthesize it. The reactants are: [Na+].[Cl-].CC(C)=CC[C:7]1[C:12]([OH:13])=[CH:11][C:10]([OH:14])=[CH:9][C:8]=1[C:15]1[O:23][C:22]2[CH:21]=[C:20]([OH:24])[CH:19]=[CH:18][C:17]=2[CH:16]=1. (2) Given the product [Br:30][C:28]1[CH:29]=[C:24]([C@:21]2([CH3:23])[CH2:20][C@@H:19]([C:32]([F:33])([F:34])[F:35])[O:18][C:17]([NH2:9])=[N:22]2)[C:25]([F:31])=[N:26][CH:27]=1, predict the reactants needed to synthesize it. The reactants are: C([N:9]([C:17]1[O:18][C@H:19]([C:32]([F:35])([F:34])[F:33])[CH2:20][C@:21]([C:24]2[C:25]([F:31])=[N:26][CH:27]=[C:28]([Br:30])[CH:29]=2)([CH3:23])[N:22]=1)C(=O)OC(C)(C)C)(=O)C1C=CC=CC=1.Cl. (3) Given the product [F:1][C:2]1[CH:22]=[C:21]([S:23]([CH3:26])(=[O:25])=[O:24])[C:20]([F:27])=[CH:19][C:3]=1[O:4][C@H:5]1[CH2:9][CH2:8][N:7]([CH:10]2[CH2:11][CH2:12][N:13]([C:16](=[NH:17])[NH:28][OH:29])[CH2:14][CH2:15]2)[C:6]1=[O:18], predict the reactants needed to synthesize it. The reactants are: [F:1][C:2]1[CH:22]=[C:21]([S:23]([CH3:26])(=[O:25])=[O:24])[C:20]([F:27])=[CH:19][C:3]=1[O:4][C@H:5]1[CH2:9][CH2:8][N:7]([CH:10]2[CH2:15][CH2:14][N:13]([C:16]#[N:17])[CH2:12][CH2:11]2)[C:6]1=[O:18].[NH2:28][OH:29]. (4) Given the product [CH:1]1([C:4]2[N:5]=[C:6]3[CH:11]=[CH:10][C:9]([N:17]4[CH:18]=[CH:19][C:20]([C:22]([O:24][CH3:25])=[O:23])=[CH:21][C:16]4=[O:15])=[CH:8][N:7]3[C:13]=2[CH3:14])[CH2:3][CH2:2]1, predict the reactants needed to synthesize it. The reactants are: [CH:1]1([C:4]2[N:5]=[C:6]3[CH:11]=[CH:10][C:9](I)=[CH:8][N:7]3[C:13]=2[CH3:14])[CH2:3][CH2:2]1.[O:15]=[C:16]1[CH:21]=[C:20]([C:22]([O:24][CH3:25])=[O:23])[CH:19]=[CH:18][NH:17]1.C(=O)([O-])[O-].[K+].[K+].CN[C@@H]1CCCC[C@H]1NC. (5) Given the product [Cl:1][C:2]1[N:3]=[C:4]([NH:24][C:23]2[CH:25]=[CH:26][C:20]([F:19])=[C:21]([C:27]([F:30])([F:28])[F:29])[CH:22]=2)[CH:5]=[C:6]([Cl:8])[N:7]=1.[Cl:9][C:4]1[CH:5]=[C:6]([Cl:8])[N:7]=[C:2]([NH:24][C:23]2[CH:25]=[CH:26][C:20]([F:19])=[C:21]([C:27]([F:30])([F:28])[F:29])[CH:22]=2)[N:3]=1, predict the reactants needed to synthesize it. The reactants are: [Cl:1][C:2]1[N:7]=[C:6]([Cl:8])[CH:5]=[C:4]([Cl:9])[N:3]=1.C(N(C(C)C)CC)(C)C.[F:19][C:20]1[CH:26]=[CH:25][C:23]([NH2:24])=[CH:22][C:21]=1[C:27]([F:30])([F:29])[F:28]. (6) Given the product [CH2:39]([N:3]([CH2:1][CH3:2])[C:4]([NH:6][C:7]1[C:8]([C:18]2[NH:22][C:21]3[CH:23]=[C:24]([F:38])[C:25]([O:27][CH2:28][CH2:29][CH2:30][CH2:31][N:32]4[CH2:33][CH2:34][CH2:35][CH2:36][CH2:37]4)=[CH:26][C:20]=3[N:19]=2)=[N:9][NH:10][CH:11]=1)=[O:5])[CH3:40], predict the reactants needed to synthesize it. The reactants are: [CH2:1]([N:3]([CH2:39][CH3:40])[C:4]([NH:6][C:7]1[C:8]([C:18]2[NH:22][C:21]3[CH:23]=[C:24]([F:38])[C:25]([O:27][CH2:28][CH2:29][CH2:30][CH2:31][N:32]4[CH2:37][CH2:36][CH2:35][CH2:34][CH2:33]4)=[CH:26][C:20]=3[N:19]=2)=[N:9][N:10](C2CCCCO2)[CH:11]=1)=[O:5])[CH3:2].FC(F)(F)C(O)=O. (7) Given the product [O:12]1[C:9]2=[CH:10][N:11]=[C:6]([CH2:5][OH:4])[CH:7]=[C:8]2[CH2:15][CH2:14][CH2:13]1, predict the reactants needed to synthesize it. The reactants are: C([O:4][CH2:5][C:6]1[CH:7]=[C:8]2[CH2:15][CH2:14][CH2:13][O:12][C:9]2=[CH:10][N:11]=1)(=O)C.[OH-].[Na+].C(=O)([O-])[O-].[K+].[K+]. (8) Given the product [CH:1]1([NH:6][C:7]2[C:12](/[CH:13]=[CH:14]/[S:15]([C:18]3[CH:23]=[CH:22][C:21]([O:24][CH3:25])=[CH:20][CH:19]=3)(=[O:17])=[O:16])=[CH:11][N:10]=[C:9]([N:29]3[CH2:34][CH2:33][O:32][CH2:31][CH2:30]3)[N:8]=2)[CH2:5][CH2:4][CH2:3][CH2:2]1, predict the reactants needed to synthesize it. The reactants are: [CH:1]1([NH:6][C:7]2[C:12](/[CH:13]=[CH:14]/[S:15]([C:18]3[CH:23]=[CH:22][C:21]([O:24][CH3:25])=[CH:20][CH:19]=3)(=[O:17])=[O:16])=[CH:11][N:10]=[C:9](S(C)=O)[N:8]=2)[CH2:5][CH2:4][CH2:3][CH2:2]1.[NH:29]1[CH2:34][CH2:33][O:32][CH2:31][CH2:30]1.